From a dataset of Forward reaction prediction with 1.9M reactions from USPTO patents (1976-2016). Predict the product of the given reaction. Given the reactants [C:1]1([CH3:13])[CH:6]=[CH:5][CH:4]=[CH:3][C:2]=1[C:7]1[CH:12]=[CH:11][CH:10]=[CH:9][N:8]=1.C(O[CH:18]=[CH:19][C:20]1[CH:25]=[CH:24][CH:23]=[CH:22][CH:21]=1)(=O)C.O1CCOCC1.CCCCCC, predict the reaction product. The product is: [CH3:13][C:1]1[CH:6]=[CH:5][CH:4]=[C:3]([CH:18]=[CH:19][C:20]2[CH:25]=[CH:24][CH:23]=[CH:22][CH:21]=2)[C:2]=1[C:7]1[CH:12]=[CH:11][CH:10]=[CH:9][N:8]=1.